From a dataset of Full USPTO retrosynthesis dataset with 1.9M reactions from patents (1976-2016). Predict the reactants needed to synthesize the given product. (1) Given the product [NH:1]1[C:9]2[C:4](=[CH:5][CH:6]=[CH:7][C:8]=2/[CH:10]=[N:12]\[OH:13])[CH:3]=[CH:2]1, predict the reactants needed to synthesize it. The reactants are: [NH:1]1[C:9]2[C:4](=[CH:5][CH:6]=[CH:7][C:8]=2[CH:10]=O)[CH:3]=[CH:2]1.[NH2:12][OH:13].[OH-].[Na+]. (2) Given the product [CH:9]1[CH:10]=[CH:11][C:12]2[NH:6][CH:5]=[C:4]([CH2:2][CH2:1][CH2:27][C:25]([OH:43])=[O:26])[C:7]=2[CH:8]=1, predict the reactants needed to synthesize it. The reactants are: [CH3:1][C:2]([CH2:4][CH2:5][NH+:6]1[CH2:12][CH2:11][CH2:10][CH2:9][CH2:8][CH2:7]1)=O.[Cl-].C1C([C@@H](O)[C@H](N[C:25]([CH:27](Cl)Cl)=[O:26])CO)=CC=C([N+]([O-])=O)C=1.CC(S[C@@H]1[O:43][C@H](CO)[C@H](O)[C@H](O)[C@H]1O)C. (3) Given the product [CH:1]12[CH2:7][CH:4]([CH2:5][CH2:6]1)[CH2:3][CH:2]2[N:8]1[C:13]2=[N:14][C:15]([NH:18][C:19]3[CH:20]=[CH:21][C:22]([N:25]4[CH2:26][CH2:27][N:28]([CH3:31])[CH2:29][CH2:30]4)=[CH:23][CH:24]=3)=[N:16][CH:17]=[C:12]2[CH:11]=[N:10][C:9]1=[O:32], predict the reactants needed to synthesize it. The reactants are: [CH:1]12[CH2:7][CH:4]([CH2:5][CH2:6]1)[CH2:3][CH:2]2[N:8]1[C:13]2=[N:14][C:15]([NH:18][C:19]3[CH:24]=[CH:23][C:22]([N:25]4[CH2:30][CH2:29][N:28]([CH3:31])[CH2:27][CH2:26]4)=[CH:21][CH:20]=3)=[N:16][CH:17]=[C:12]2[CH2:11][NH:10][C:9]1=[O:32].CC(C)([O-])C.[K+].